Dataset: Catalyst prediction with 721,799 reactions and 888 catalyst types from USPTO. Task: Predict which catalyst facilitates the given reaction. (1) Reactant: I[C:2]1[CH:7]=[CH:6][CH:5]=[C:4]([N+:8]([O-:10])=[O:9])[CH:3]=1.[C:11]([N:18]1[CH2:23][CH2:22][NH:21][CH2:20][CH2:19]1)([O:13][C:14]([CH3:17])([CH3:16])[CH3:15])=[O:12].C([O-])([O-])=O.[Cs+].[Cs+].CC1(C)C2C(=C(P(C3C=CC=CC=3)C3C=CC=CC=3)C=CC=2)OC2C(P(C3C=CC=CC=3)C3C=CC=CC=3)=CC=CC1=2. Product: [N+:8]([C:4]1[CH:3]=[C:2]([N:21]2[CH2:20][CH2:19][N:18]([C:11]([O:13][C:14]([CH3:17])([CH3:16])[CH3:15])=[O:12])[CH2:23][CH2:22]2)[CH:7]=[CH:6][CH:5]=1)([O-:10])=[O:9]. The catalyst class is: 102. (2) Reactant: [F:1][C:2]1([F:29])[CH2:7][CH2:6][CH:5]([CH2:8][NH:9][C:10]([C:12]2[C:13]3[CH:14]=[CH:15][C:16]([CH:23]4[CH2:27][CH2:26][C:25](=[O:28])[CH2:24]4)=[N:17][C:18]=3[CH:19]=[CH:20][C:21]=2[Cl:22])=[O:11])[CH2:4][CH2:3]1.[BH4-].[Na+]. The catalyst class is: 1. Product: [F:29][C:2]1([F:1])[CH2:7][CH2:6][CH:5]([CH2:8][NH:9][C:10]([C:12]2[C:13]3[CH:14]=[CH:15][C:16]([CH:23]4[CH2:27][CH2:26][CH:25]([OH:28])[CH2:24]4)=[N:17][C:18]=3[CH:19]=[CH:20][C:21]=2[Cl:22])=[O:11])[CH2:4][CH2:3]1. (3) Reactant: C(O[C:5](=[O:7])[CH3:6])(=O)C.S(=O)(=O)(O)O.[Br:13][C:14]1[CH:20]=[C:19]([N+:21]([O-:23])=[O:22])[C:17]([NH2:18])=[C:16]([CH3:24])[CH:15]=1. Product: [Br:13][C:14]1[CH:20]=[C:19]([N+:21]([O-:23])=[O:22])[C:17]([NH:18][C:5](=[O:7])[CH3:6])=[C:16]([CH3:24])[CH:15]=1. The catalyst class is: 15.